Binary Classification. Given a miRNA mature sequence and a target amino acid sequence, predict their likelihood of interaction. From a dataset of Experimentally validated miRNA-target interactions with 360,000+ pairs, plus equal number of negative samples. (1) The miRNA is hsa-miR-1295b-5p with sequence CACCCAGAUCUGCGGCCUAAU. The protein sequence of the target gene is MASLKCSTVVCVICLEKPKYRCPACRVPYCSVVCFRKHKEQCNPETRPVEKKIRSALPTKTVKPVENKDDDDSIADFLNSDEEEDRVSLQNLKNLGESATLRSLLLNPHLRQLMVNLDQGEDKAKLMRAYMQEPLFVEFADCCLGIVEPSQNEES. Result: 0 (no interaction). (2) The miRNA is mmu-miR-196b-5p with sequence UAGGUAGUUUCCUGUUGUUGGG. The protein sequence of the target gene is MSALKAVFQYIDENQDRYVKKLAEWVAIQSVSAWPEKRGEIRRMMEVAAADVQRLGGSVELVDIGKQKLPDGSEIPLPPILLGKLGSDPQKKTVCIYGHLDVQPAALEDGWDSEPFTLVEREGKLYGRGSTDDKGPVAGWMNALEAYQKTGQEIPVNLRFCLEGMEESGSEGLDELIFAQKDKFFKDVDYVCISDNYWLGKNKPCITYGLRGICYFFIEVECSDKDLHSGVYGGSVHEAMTDLISLMGCLVDKKGKILIPGINDAVAPVTDEEHALYDHIDFDMEEFAKDVGAETLLHSC.... Result: 0 (no interaction). (3) The miRNA is hsa-miR-6769a-5p with sequence AGGUGGGUAUGGAGGAGCCCU. The protein sequence of the target gene is MEERKEEGEAEIQEHGPEHWFSKWERQCLAEAEQDEQLPPELQEEAAAAAQPEHKQQKLWHLFQNSATAVAQLYKDRVCQQPGLSLWVPFQNAATAVTNLYKESVDTHQRSFDIGIQIGYQRRNKDVLAWVKKRRRTIRREDLISFLCGKVPPPRNSRAPPRLTVVSPNRATSTETSSSVETDLQPFREAIALHGLSGAMASISVRSSTPGSPTHVSSGSNASRRRNGLHDVDLNTFISEEMALHLDNGGTRKRTSAQCGDVITDSPTHKRNRMI. Result: 1 (interaction). (4) The miRNA is hsa-miR-3691-3p with sequence ACCAAGUCUGCGUCAUCCUCUC. The protein sequence of the target gene is MEDLDQSPLVSSSDSPPRPQPAFKYQFVREPEDEEEEEEEEEEDEDEDLEELEVLERKPAAGLSAAPVPTAPAAGAPLMDFGNDFVPPAPRGPLPAAPPVAPERQPSWDPSPVSSTVPAPSPLSAAAVSPSKLPEDDEPPARPPPPPPASVSPQAEPVWTPPAPAPAAPPSTPAAPKRRGSSGSVDETLFALPAASEPVIRSSAENMDLKEQPGNTISAGQEDFPSVLLETAASLPSLSPLSAASFKEHEYLGNLSTVLPTEGTLQENVSEASKEVSEKAKTLLIDRDLTEFSELEYSEM.... Result: 0 (no interaction). (5) The miRNA is hsa-miR-548x-5p with sequence UGCAAAAGUAAUUGCAGUUUUUG. The protein sequence of the target gene is MEDHQHVPIDIQTSKLLDWLVDRRHCSLKWQSLVLTIREKINAAIQDMPESEEIAQLLSGSYIHYFHCLRILDLLKGTEASTKNIFGRYSSQRMKDWQEIIALYEKDNTYLVELSSLLVRNVNYEIPSLKKQIAKCQQLQQEYSRKEEECQAGAAEMREQFYHSCKQYGITGENVRGELLALVKDLPSQLAEIGAAAQQSLGEAIDVYQASVGFVCESPTEQVLPMLRFVQKRGNSTVYEWRTGTEPSVVERPHLEELPEQVAEDAIDWGDFGVEAVSEGTDSGISAEAAGIDWGIFPES.... Result: 0 (no interaction). (6) The miRNA is dme-miR-308-3p with sequence AAUCACAGGAUUAUACUGUGAG. The protein sequence of the target gene is MTKREAEELIEIEIDGTEKAECTEESIVEQTYTPAECVSQAIDINEPIGNLKKLLEPRLQCSLDAHEICLQDIQLDPDRSLFDQGVKTDGTVQLSVQVISYQGMEPKLNILEIVKTAETVEVVIDPDAHHAEAEAHLVEEAQVITLDGTKHITTISDETSEQVTRWAAALEGYRKEQERLGIPYDPIHWSTDQVLHWVVWVMKEFSMTDIDLTTLNISGRELCSLNQEDFFQRVPRGEILWSHLELLRKYVLASQEQQMNEIVTIDQPVQIIPASVPPATPTTIKVINSSAKAAKVQRSP.... Result: 0 (no interaction). (7) The miRNA is hsa-miR-331-3p with sequence GCCCCUGGGCCUAUCCUAGAA. The protein sequence of the target gene is MGKVKVGVNGFGRIGRLVTRAAFNSGKVDIVAINDPFIDLNYMVYMFQYDSTHGKFHGTVKAENGKLVINGNPITIFQERDPSKIKWGDAGAEYVVESTGVFTTMEKAGAHLQGGAKRVIISAPSADAPMFVMGVNHEKYDNSLKIISNASCTTNCLAPLAKVIHDNFGIVEGLMTTVHAITATQKTVDGPSGKLWRDGRGALQNIIPASTGAAKAVGKVIPELNGKLTGMAFRVPTANVSVVDLTCRLEKPAKYDDIKKVVKQASEGPLKGILGYTEHQVVSSDFNSDTHSSTFDAGAG.... Result: 1 (interaction).